Dataset: Experimentally validated miRNA-target interactions with 360,000+ pairs, plus equal number of negative samples. Task: Binary Classification. Given a miRNA mature sequence and a target amino acid sequence, predict their likelihood of interaction. The miRNA is mmu-miR-369-3p with sequence AAUAAUACAUGGUUGAUCUUU. The protein sequence of the target gene is MPLYEGLGSGGEKTAVVIDLGEAFTKCGFAGETGPRCIIPSVIKRAGMSKPIKVVQYNINTEELYSYLKEFIHILYFRHLLVNPRDRRVVVIESVLCPSHFRETLTRVLFKYFEVPSVLLAPSHLMALLTLGINSAMVLDCGYRESLVLPIYEGIPILNCWGALPLGGKALHKELETQLLEQCTVDTGAAKGQSLPSVMGSVPEGVLEDIKVRTCFVSDLKRGLQIQAAKFNIDGNNERPTPPPNVDYPLDGEKILHVLGSIRDSVVEILFEQDNEEKSVATLILDSLLQCPIDTRKQLA.... Result: 1 (interaction).